This data is from Full USPTO retrosynthesis dataset with 1.9M reactions from patents (1976-2016). The task is: Predict the reactants needed to synthesize the given product. (1) Given the product [OH:25][CH2:24][CH2:23][O:22][C:19]1[N:20]=[C:21]2[C:16](=[CH:17][CH:18]=1)[N:15]=[CH:14][C:13]([C:26]#[N:27])=[C:12]2[CH2:11][CH2:10][C:5]12[CH2:8][CH2:9][C:2]([NH:1][CH2:39][C:37]3[CH:36]=[CH:35][C:32]4[O:33][CH2:34][C:29](=[O:28])[NH:30][C:31]=4[N:38]=3)([CH2:7][CH2:6]1)[CH2:3][O:4]2, predict the reactants needed to synthesize it. The reactants are: [NH2:1][C:2]12[CH2:9][CH2:8][C:5]([CH2:10][CH2:11][C:12]3[C:21]4[C:16](=[CH:17][CH:18]=[C:19]([O:22][CH2:23][CH2:24][OH:25])[N:20]=4)[N:15]=[CH:14][C:13]=3[C:26]#[N:27])([CH2:6][CH2:7]1)[O:4][CH2:3]2.[O:28]=[C:29]1[CH2:34][O:33][C:32]2[CH:35]=[CH:36][C:37]([CH:39]=O)=[N:38][C:31]=2[NH:30]1. (2) The reactants are: [OH:1][C:2]1[N:3]=[CH:4][C:5]([C:8](=[O:10])[CH3:9])=[N:6][CH:7]=1.[Br-:11].[Br-].[Br-].[NH+]1C=CC=CC=1.[NH+]1C=CC=CC=1.[NH+]1C=CC=CC=1. Given the product [Br:11][CH2:9][C:8]([C:5]1[CH:4]=[N:3][C:2]([OH:1])=[CH:7][N:6]=1)=[O:10], predict the reactants needed to synthesize it. (3) Given the product [C:24]([O:28][C:29](=[O:35])[NH:30][CH2:31][CH2:32][CH2:33][NH:34][CH:2]([C:5]1[N:6]([CH2:16][C:17]2[CH:22]=[CH:21][CH:20]=[C:19]([F:23])[CH:18]=2)[C:7](=[O:15])[C:8]2[C:13]([CH3:14])=[N:12][S:11][C:9]=2[N:10]=1)[CH2:3][CH3:4])([CH3:27])([CH3:25])[CH3:26], predict the reactants needed to synthesize it. The reactants are: Br[CH:2]([C:5]1[N:6]([CH2:16][C:17]2[CH:22]=[CH:21][CH:20]=[C:19]([F:23])[CH:18]=2)[C:7](=[O:15])[C:8]2[C:13]([CH3:14])=[N:12][S:11][C:9]=2[N:10]=1)[CH2:3][CH3:4].[C:24]([O:28][C:29](=[O:35])[NH:30][CH2:31][CH2:32][CH2:33][NH2:34])([CH3:27])([CH3:26])[CH3:25].C(N(C(C)C)CC)(C)C. (4) Given the product [F:1][C:2]1[CH:7]=[CH:6][CH:5]=[CH:4][C:3]=1[C:8]1[N:16]=[C:11]2[CH:12]=[N:13][N:14]([CH2:18][C:19]3[N:23]=[C:22]([C:24]4[CH:29]=[CH:28][C:27]([O:30][CH3:31])=[CH:26][CH:25]=4)[O:21][N:20]=3)[CH:15]=[C:10]2[N:9]=1, predict the reactants needed to synthesize it. The reactants are: [F:1][C:2]1[CH:7]=[CH:6][CH:5]=[CH:4][C:3]=1[C:8]1[N:16]=[C:11]2[CH:12]=[N:13][NH:14][CH:15]=[C:10]2[N:9]=1.Cl[CH2:18][C:19]1[N:23]=[C:22]([C:24]2[CH:29]=[CH:28][C:27]([O:30][CH3:31])=[CH:26][CH:25]=2)[O:21][N:20]=1.